From a dataset of Full USPTO retrosynthesis dataset with 1.9M reactions from patents (1976-2016). Predict the reactants needed to synthesize the given product. (1) Given the product [CH:1]([OH:12])=[O:2].[C:32]1([N:38]2[CH2:43][CH2:42][N:41]([C:1]([O:2][CH2:3][CH2:4][N:5]3[CH2:6][CH2:7][N:8]([CH3:11])[CH2:9][CH2:10]3)=[O:22])[CH2:40][CH2:39]2)[CH:37]=[CH:36][CH:35]=[CH:34][CH:33]=1, predict the reactants needed to synthesize it. The reactants are: [C:1](=[O:22])([O:12]C1C=CC([N+]([O-])=O)=CC=1)[O:2][CH2:3][CH2:4][N:5]1[CH2:10][CH2:9][N:8]([CH3:11])[CH2:7][CH2:6]1.CCN(C(C)C)C(C)C.[C:32]1([N:38]2[CH2:43][CH2:42][NH:41][CH2:40][CH2:39]2)[CH:37]=[CH:36][CH:35]=[CH:34][CH:33]=1. (2) Given the product [OH:17][C:4]1[C:3]([NH:2][N:18]=[C:24]2[C:25](=[O:38])[N:26]([C:28]3[CH:37]=[CH:36][C:35]4[CH2:34][CH2:33][CH2:32][CH2:31][C:30]=4[CH:29]=3)[N:27]=[C:23]2[CH3:22])=[CH:8][CH:7]=[CH:6][C:5]=1[C:9]1[O:13][C:12]([C:14]([OH:16])=[O:15])=[CH:11][CH:10]=1, predict the reactants needed to synthesize it. The reactants are: Br.[NH2:2][C:3]1[C:4]([OH:17])=[C:5]([C:9]2[O:13][C:12]([C:14]([OH:16])=[O:15])=[CH:11][CH:10]=2)[CH:6]=[CH:7][CH:8]=1.[N:18]([O-])=O.[Na+].[CH3:22][C:23]1[CH2:24][C:25](=[O:38])[N:26]([C:28]2[CH:37]=[CH:36][C:35]3[CH2:34][CH2:33][CH2:32][CH2:31][C:30]=3[CH:29]=2)[N:27]=1.C(=O)(O)[O-].[Na+]. (3) Given the product [Cl:1][C:2]1[C:7]([I:11])=[C:6]([Cl:8])[N:5]=[CH:4][N:3]=1, predict the reactants needed to synthesize it. The reactants are: [Cl:1][C:2]1[CH:7]=[C:6]([Cl:8])[N:5]=[CH:4][N:3]=1.[Li+].[Cl-].[I:11]I. (4) Given the product [CH2:11]([O:8][C:6]([C:5]1[N:4]=[C:1]([CH3:2])[S:27][C:9]=1[NH2:10])=[O:7])[CH3:17], predict the reactants needed to synthesize it. The reactants are: [C:1]([NH:4][CH:5]([C:9]#[N:10])[C:6]([O-:8])=[O:7])(=O)[CH3:2].[C:11]1([CH3:17])C=CC=CC=1.COC1C=CC(P2(SP(C3C=CC(OC)=CC=3)(=S)S2)=[S:27])=CC=1.Cl. (5) Given the product [CH2:9]([O:12][C@@H:13]([CH2:17][O:18][CH2:19][C:20]1[CH:25]=[CH:24][CH:23]=[CH:22][CH:21]=1)[CH2:14][CH:15]=[N:2][OH:3])[CH:10]=[CH2:11], predict the reactants needed to synthesize it. The reactants are: Cl.[NH2:2][OH:3].C([O-])(=O)C.[Na+].[CH2:9]([O:12][C@@H:13]([CH2:17][O:18][CH2:19][C:20]1[CH:25]=[CH:24][CH:23]=[CH:22][CH:21]=1)[CH2:14][CH:15]=O)[CH:10]=[CH2:11].C(=O)(O)[O-].[Na+]. (6) Given the product [CH3:1][O:2][C:3]1[CH:4]=[CH:5][C:6]([C@H:9]2[CH2:14][C@@H:13]([CH2:15][CH:16]3[CH2:21][CH2:20][O:19][CH2:18][CH2:17]3)[NH:12][CH2:11][C@@H:10]2[O:22][CH:23]([C:34]2[CH:35]=[CH:36][C:37]3[O:42][CH2:41][CH2:40][N:39]([CH2:43][CH2:44][CH2:45][O:46][CH3:47])[C:38]=3[CH:48]=2)[S:24]([C:27]2[CH:32]=[CH:31][C:30]([CH3:33])=[CH:29][CH:28]=2)(=[O:26])=[O:25])=[CH:7][CH:8]=1, predict the reactants needed to synthesize it. The reactants are: [CH3:1][O:2][C:3]1[CH:8]=[CH:7][C:6]([C@H:9]2[CH2:14][C@@H:13]([CH:15]=[C:16]3[CH2:21][CH2:20][O:19][CH2:18][CH2:17]3)[NH:12][CH2:11][C@@H:10]2[O:22][CH:23]([C:34]2[CH:35]=[CH:36][C:37]3[O:42][CH2:41][CH2:40][N:39]([CH2:43][CH2:44][CH2:45][O:46][CH3:47])[C:38]=3[CH:48]=2)[S:24]([C:27]2[CH:32]=[CH:31][C:30]([CH3:33])=[CH:29][CH:28]=2)(=[O:26])=[O:25])=[CH:5][CH:4]=1. (7) Given the product [Cl:21][C:5]1[C:4]2[C:9](=[CH:10][CH:11]=[C:2]([C:29]([C:28]3[C:23]([CH3:22])=[N:24][C:25]([CH3:37])=[CH:26][CH:27]=3)([OH:30])[C:31]3[N:35]([CH3:36])[N:34]=[N:33][CH:32]=3)[CH:3]=2)[N:8]=[C:7]([O:12][CH3:13])[C:6]=1[C:14]([OH:15])=[O:48], predict the reactants needed to synthesize it. The reactants are: Br[C:2]1[CH:3]=[C:4]2[C:9](=[CH:10][CH:11]=1)[N:8]=[C:7]([O:12][CH3:13])[C:6]([C:14](N1CCCC1)=[O:15])=[C:5]2[Cl:21].[CH3:22][C:23]1[C:28]([C:29]([C:31]2[N:35]([CH3:36])[N:34]=[N:33][CH:32]=2)=[O:30])=[CH:27][CH:26]=[C:25]([CH3:37])[N:24]=1.[Li]CCCC.[NH4+].[Cl-].C1C[O:48]CC1. (8) Given the product [CH3:31][C@@H:10]1[C@:9]([OH:32])([C:7]([CH2:6][OH:5])=[O:8])[C@:13]2([CH3:30])[C@H:12]([C@H:17]3[C@:16]([Cl:28])([C@@H:15]([OH:29])[CH2:14]2)[C@:26]2([CH3:27])[C:20](=[CH:21][C:22]([CH:24]=[CH:25]2)=[O:23])[CH2:19][CH2:18]3)[CH2:11]1, predict the reactants needed to synthesize it. The reactants are: CCC([O:5][CH2:6][C:7]([C@:9]1([O:32]C(CC)=O)[C@@:13]2([CH3:30])[CH2:14][C@H:15]([OH:29])[C@:16]3([Cl:28])[C@:26]4([CH3:27])[C:20](=[CH:21][C:22]([CH:24]=[CH:25]4)=[O:23])[CH2:19][CH2:18][C@H:17]3[C@@H:12]2[CH2:11][C@@H:10]1[CH3:31])=[O:8])=O.